Dataset: Reaction yield outcomes from USPTO patents with 853,638 reactions. Task: Predict the reaction yield, written as a fraction of the theoretical maximum amount of product (1.0 means a 100% yield; for example, 0.34 means a 34% yield). (1) The reactants are [NH2:1][C:2]1[C:7]([Br:8])=[N:6][C:5]([Br:9])=[CH:4][N:3]=1.[Br:10][CH2:11][C:12](O[C:12](=[O:13])[CH2:11][Br:10])=[O:13]. The catalyst is C(#N)C. The product is [Br:10][CH2:11][C:12]([NH:1][C:2]1[C:7]([Br:8])=[N:6][C:5]([Br:9])=[CH:4][N:3]=1)=[O:13]. The yield is 0.850. (2) The reactants are [Si:1]([O:8][C@@H:9]([C:25]1[CH:30]=[CH:29][CH:28]=[CH:27][C:26]=1[C:31]1[CH:36]=[CH:35][C:34]([Cl:37])=[CH:33][CH:32]=1)[CH:10]1[CH2:15][CH2:14][N:13]([C:16]2[CH:24]=[CH:23][C:19]([C:20]([OH:22])=O)=[CH:18][CH:17]=2)[CH2:12][CH2:11]1)([C:4]([CH3:7])([CH3:6])[CH3:5])([CH3:3])[CH3:2].[CH2:38]([N:40]([CH2:43][CH:44]1[CH2:49][N:48]([CH2:50][CH2:51][C@@H:52]([NH:61][C:62]2[CH:67]=[CH:66][C:65]([S:68]([NH2:71])(=[O:70])=[O:69])=[CH:64][C:63]=2[S:72]([C:75]([F:78])([F:77])[F:76])(=[O:74])=[O:73])[CH2:53][S:54][C:55]2[CH:60]=[CH:59][CH:58]=[CH:57][CH:56]=2)[CH2:47][CH2:46][O:45]1)[CH2:41][CH3:42])[CH3:39]. No catalyst specified. The product is [Si:1]([O:8][C@@H:9]([C:25]1[CH:30]=[CH:29][CH:28]=[CH:27][C:26]=1[C:31]1[CH:32]=[CH:33][C:34]([Cl:37])=[CH:35][CH:36]=1)[CH:10]1[CH2:15][CH2:14][N:13]([C:16]2[CH:24]=[CH:23][C:19]([C:20]([NH:71][S:68]([C:65]3[CH:66]=[CH:67][C:62]([NH:61][C@H:52]([CH2:51][CH2:50][N:48]4[CH2:47][CH2:46][O:45][CH:44]([CH2:43][N:40]([CH2:38][CH3:39])[CH2:41][CH3:42])[CH2:49]4)[CH2:53][S:54][C:55]4[CH:56]=[CH:57][CH:58]=[CH:59][CH:60]=4)=[C:63]([S:72]([C:75]([F:77])([F:78])[F:76])(=[O:74])=[O:73])[CH:64]=3)(=[O:69])=[O:70])=[O:22])=[CH:18][CH:17]=2)[CH2:12][CH2:11]1)([C:4]([CH3:5])([CH3:6])[CH3:7])([CH3:2])[CH3:3]. The yield is 0.740.